The task is: Predict the product of the given reaction.. This data is from Forward reaction prediction with 1.9M reactions from USPTO patents (1976-2016). (1) Given the reactants [CH2:1]([O:4][CH2:5]/[CH:6]=[CH:7]/[C@@H:8]1[O:12][C@@H:11]([CH2:13][CH2:14][C@@H:15]2[O:20][C@H:19]([CH2:21][C@@H:22]3[O:26][C@H:25]([CH2:27][C@@H:28]4[O:32][C:31]([CH3:34])([CH3:33])[N:30]([C:35]([O:37][C:38]([CH3:41])([CH3:40])[CH3:39])=[O:36])[CH2:29]4)[C@H:24]([O:42][CH3:43])[C@H:23]3[C@H:44]([S:109]([C:112]3[CH:117]=[CH:116][CH:115]=[CH:114][CH:113]=3)(=[O:111])=[O:110])[CH:45]([OH:108])[CH2:46][C@@H:47]3[O:107][C@@H:51]4[C@H:52]([O:89][Si:90]([C:103]([CH3:106])([CH3:105])[CH3:104])([C:97]5[CH:102]=[CH:101][CH:100]=[CH:99][CH:98]=5)[C:91]5[CH:96]=[CH:95][CH:94]=[CH:93][CH:92]=5)[C@@H:53]5[O:58][C@H:57]([CH2:59][CH:60]([O:63][Si:64]([CH2:69][CH3:70])([CH2:67][CH3:68])[CH2:65][CH3:66])[CH:61]=[CH2:62])[C@H:56]([O:71][Si:72]([C:85]([CH3:88])([CH3:87])[CH3:86])([C:79]6[CH:84]=[CH:83][CH:82]=[CH:81][CH:80]=6)[C:73]6[CH:78]=[CH:77][CH:76]=[CH:75][CH:74]=6)[C@@H:54]5[O:55][C@H:50]4[CH2:49][CH2:48]3)[C:18](=[CH2:118])[C@H:17]([CH3:119])[CH2:16]2)[C:10](=[CH2:120])[CH2:9]1)[CH:2]=[CH2:3].C(=O)(O)[O-].[Na+].CC(OI1(OC(C)=O)(OC(C)=O)OC(=O)C2C=CC=CC1=2)=O.S([O-])([O-])(=O)=S.[Na+].[Na+], predict the reaction product. The product is: [CH2:1]([O:4][CH2:5]/[CH:6]=[CH:7]/[C@@H:8]1[O:12][C@@H:11]([CH2:13][CH2:14][C@@H:15]2[O:20][C@H:19]([CH2:21][C@@H:22]3[O:26][C@H:25]([CH2:27][C@@H:28]4[O:32][C:31]([CH3:34])([CH3:33])[N:30]([C:35]([O:37][C:38]([CH3:41])([CH3:40])[CH3:39])=[O:36])[CH2:29]4)[C@H:24]([O:42][CH3:43])[C@H:23]3[C@H:44]([S:109]([C:112]3[CH:113]=[CH:114][CH:115]=[CH:116][CH:117]=3)(=[O:111])=[O:110])[C:45](=[O:108])[CH2:46][C@@H:47]3[O:107][C@@H:51]4[C@H:52]([O:89][Si:90]([C:103]([CH3:106])([CH3:105])[CH3:104])([C:91]5[CH:96]=[CH:95][CH:94]=[CH:93][CH:92]=5)[C:97]5[CH:102]=[CH:101][CH:100]=[CH:99][CH:98]=5)[C@@H:53]5[O:58][C@H:57]([CH2:59][CH:60]([O:63][Si:64]([CH2:69][CH3:70])([CH2:67][CH3:68])[CH2:65][CH3:66])[CH:61]=[CH2:62])[C@H:56]([O:71][Si:72]([C:85]([CH3:87])([CH3:88])[CH3:86])([C:73]6[CH:74]=[CH:75][CH:76]=[CH:77][CH:78]=6)[C:79]6[CH:80]=[CH:81][CH:82]=[CH:83][CH:84]=6)[C@@H:54]5[O:55][C@H:50]4[CH2:49][CH2:48]3)[C:18](=[CH2:118])[C@H:17]([CH3:119])[CH2:16]2)[C:10](=[CH2:120])[CH2:9]1)[CH:2]=[CH2:3]. (2) Given the reactants [Cl:1][C:2]1[C:7](=[O:8])[N:6]([CH3:9])[CH:5]=[C:4]([NH:10][CH:11]([C:24]2[CH:29]=[CH:28][C:27]([Cl:30])=[CH:26][CH:25]=2)[C:12]2[C:13]([C:21]([OH:23])=O)=[N:14][N:15]([CH:18]3[CH2:20][CH2:19]3)[C:16]=2[CH3:17])[CH:3]=1, predict the reaction product. The product is: [Cl:1][C:2]1[C:7](=[O:8])[N:6]([CH3:9])[CH:5]=[C:4]([N:10]2[CH:11]([C:24]3[CH:25]=[CH:26][C:27]([Cl:30])=[CH:28][CH:29]=3)[C:12]3[C:13](=[N:14][N:15]([CH:18]4[CH2:19][CH2:20]4)[C:16]=3[CH3:17])[C:21]2=[O:23])[CH:3]=1. (3) The product is: [F:32][C:23]1[C:22]2[O:13][C:11]([C:4]3[C:5]4[C:10](=[CH:9][CH:8]=[CH:7][CH:6]=4)[N:2]([CH3:1])[CH:3]=3)=[N:20][C:21]=2[CH:26]=[CH:25][C:24]=1[CH2:27][C:28]([O:30][CH3:31])=[O:29]. Given the reactants [CH3:1][N:2]1[C:10]2[C:5](=[CH:6][CH:7]=[CH:8][CH:9]=2)[C:4]([C:11]([OH:13])=O)=[CH:3]1.C(Cl)(=O)C(Cl)=O.[NH2:20][C:21]1[CH:26]=[CH:25][C:24]([CH2:27][C:28]([O:30][CH3:31])=[O:29])=[C:23]([F:32])[C:22]=1O.B(O)(O)O, predict the reaction product. (4) Given the reactants C(O[C:6]([N:8]1[CH:13]([C:14](=[O:30])[NH:15][C:16]2[CH:17]=[C:18]([Cl:29])[CH:19]=[C:20]3[C:28]=2[NH:27][C:26]2[CH:25]=[N:24][CH:23]=[CH:22][C:21]3=2)[CH2:12][O:11][C:10]([CH3:32])([CH3:31])[CH2:9]1)=O)(C)(C)C.C(OC(=O)[NH:39][CH:40](C=O)[CH2:41][CH3:42])(C)(C)C, predict the reaction product. The product is: [Cl:29][C:18]1[CH:19]=[C:20]2[C:28](=[C:16]([NH:15][C:14]([CH:13]3[CH2:12][O:11][C:10]([CH3:31])([CH3:32])[CH2:9][N:8]3[CH2:6][CH:40]([NH2:39])[CH2:41][CH3:42])=[O:30])[CH:17]=1)[NH:27][C:26]1[CH:25]=[N:24][CH:23]=[CH:22][C:21]2=1. (5) Given the reactants C([O:8][C@@H:9]1[C@@H:17]([C@:18]([OH:24])([CH3:23])[C:19]([F:22])([F:21])[F:20])[O:16][C@H:15]2[C@H:11]([N:12]=[C:13]([N:25](C)[C:26](=O)OC(C)(C)C)[S:14]2)[CH2:10]1)C1C=CC=CC=1.B(Cl)(Cl)Cl, predict the reaction product. The product is: [CH3:26][NH:25][C:13]1[S:14][C@H:15]2[O:16][C@H:17]([C@:18]([OH:24])([CH3:23])[C:19]([F:20])([F:21])[F:22])[C@@H:9]([OH:8])[CH2:10][C@H:11]2[N:12]=1. (6) Given the reactants [CH3:1][C:2]1[C:6]([CH:7]([OH:21])[C:8]2[O:9][C:10]3[CH:16]=[CH:15][C:14]([CH2:17][C:18](O)=[O:19])=[CH:13][C:11]=3[CH:12]=2)=[C:5]([CH3:22])[O:4][N:3]=1.Cl.[CH3:24][C:25]1[CH:30]=[C:29]([CH3:31])[CH:28]=[CH:27][C:26]=1[CH:32]([C:34]1[CH:39]=[CH:38][CH:37]=[CH:36][CH:35]=1)[NH2:33], predict the reaction product. The product is: [CH3:1][C:2]1[C:6]([CH:7]([OH:21])[C:8]2[O:9][C:10]3[CH:16]=[CH:15][C:14]([CH2:17][C:18]([NH:33][CH:32]([C:26]4[CH:27]=[CH:28][C:29]([CH3:31])=[CH:30][C:25]=4[CH3:24])[C:34]4[CH:35]=[CH:36][CH:37]=[CH:38][CH:39]=4)=[O:19])=[CH:13][C:11]=3[CH:12]=2)=[C:5]([CH3:22])[O:4][N:3]=1. (7) Given the reactants [Br:1][C:2]1[CH:3]=[C:4]([NH2:8])[CH:5]=[N:6][CH:7]=1.C(O)C.[CH3:12][C:13]1[CH:18]=[CH:17][C:16]([S:19](Cl)(=[O:21])=[O:20])=[CH:15][CH:14]=1, predict the reaction product. The product is: [Br:1][C:2]1[CH:3]=[C:4]([NH:8][S:19]([C:16]2[CH:17]=[CH:18][C:13]([CH3:12])=[CH:14][CH:15]=2)(=[O:21])=[O:20])[CH:5]=[N:6][CH:7]=1. (8) Given the reactants [NH2:1][C:2]1[CH:7]=[C:6]([Cl:8])[C:5]([Br:9])=[CH:4]C=1O.[Yb+3].FC(F)(F)S([O-])(=O)=O.FC(F)(F)S([O-])(=O)=O.F[C:29](F)(F)S([O-])(=O)=O.[CH:36](OC)(OC)[O:37][CH3:38], predict the reaction product. The product is: [Br:9][C:5]1[C:6]([Cl:8])=[CH:7][C:2]2[N:1]=[C:36]([CH3:29])[O:37][C:38]=2[CH:4]=1. (9) Given the reactants [Br:1][C:2]1[CH:7]=[CH:6][C:5]([S:8](Cl)(=[O:10])=[O:9])=[C:4]([F:12])[C:3]=1C(F)F.BrC1C=CC(N)=C(F)C=1[Cl:25].[F:26][C:27]([F:32])([F:31])[C@@H:28]([NH2:30])[CH3:29], predict the reaction product. The product is: [Br:1][C:2]1[CH:7]=[CH:6][C:5]([S:8]([NH:30][C@@H:28]([CH3:29])[C:27]([F:32])([F:31])[F:26])(=[O:9])=[O:10])=[C:4]([F:12])[C:3]=1[Cl:25].